This data is from Full USPTO retrosynthesis dataset with 1.9M reactions from patents (1976-2016). The task is: Predict the reactants needed to synthesize the given product. (1) Given the product [N+:1]([C:4]1[CH:5]=[C:6]([CH2:10][C:11]([O:13][CH3:15])=[O:12])[CH:7]=[CH:8][CH:9]=1)([O-:3])=[O:2], predict the reactants needed to synthesize it. The reactants are: [N+:1]([C:4]1[CH:5]=[C:6]([CH2:10][C:11]([O:13]O)=[O:12])[CH:7]=[CH:8][CH:9]=1)([O-:3])=[O:2].[CH3:15]O. (2) Given the product [Si:1]([O:8][CH2:9][C@@H:10]1[CH2:12][C@H:11]1[C:13]1[N:17]2[C:18](=[O:35])[CH:19]=[C:20]([CH:22]([N:23]3[C:27]([CH:28]4[CH2:30][CH2:29]4)=[CH:26][C:25]([C:31]([F:32])([F:33])[F:34])=[N:24]3)[CH3:37])[N:21]=[C:16]2[S:15][C:14]=1[CH3:36])([C:4]([CH3:6])([CH3:7])[CH3:5])([CH3:3])[CH3:2], predict the reactants needed to synthesize it. The reactants are: [Si:1]([O:8][CH2:9][CH:10]1[CH2:12][CH:11]1[C:13]1[N:17]2[C:18](=[O:35])[CH:19]=[C:20]([CH2:22][N:23]3[C:27]([CH:28]4[CH2:30][CH2:29]4)=[CH:26][C:25]([C:31]([F:34])([F:33])[F:32])=[N:24]3)[N:21]=[C:16]2[S:15][C:14]=1[CH3:36])([C:4]([CH3:7])([CH3:6])[CH3:5])([CH3:3])[CH3:2].[CH2:37]([Li])CCC.CI. (3) Given the product [Cl:32][C:19]1[CH:18]=[C:17]([NH:16][C:11]2[C:10]([C:9]#[C:8][C:4]3[CH:3]=[C:2]([NH:1][C:33](=[O:35])[CH3:34])[CH:7]=[CH:6][CH:5]=3)=[CH:15][N:14]=[CH:13][N:12]=2)[CH:22]=[CH:21][C:20]=1[O:23][CH2:24][C:25]1[CH:30]=[CH:29][CH:28]=[C:27]([F:31])[CH:26]=1, predict the reactants needed to synthesize it. The reactants are: [NH2:1][C:2]1[CH:3]=[C:4]([C:8]#[C:9][C:10]2[C:11]([NH:16][C:17]3[CH:22]=[CH:21][C:20]([O:23][CH2:24][C:25]4[CH:30]=[CH:29][CH:28]=[C:27]([F:31])[CH:26]=4)=[C:19]([Cl:32])[CH:18]=3)=[N:12][CH:13]=[N:14][CH:15]=2)[CH:5]=[CH:6][CH:7]=1.[C:33](OC(=O)C)(=[O:35])[CH3:34]. (4) Given the product [F:1][C:2]1[CH:3]=[C:4]([CH2:8][CH:9]([C:13]2[CH:18]=[CH:17][C:16]([S:19]([CH3:22])(=[O:21])=[O:20])=[CH:15][CH:14]=2)[C:10]([NH:23][C:24]2[N:25]=[CH:26][C:27]([CH2:30][O:31][C:32](=[O:34])[CH3:33])=[N:28][CH:29]=2)=[O:11])[CH:5]=[CH:6][CH:7]=1, predict the reactants needed to synthesize it. The reactants are: [F:1][C:2]1[CH:3]=[C:4]([CH2:8][CH:9]([C:13]2[CH:18]=[CH:17][C:16]([S:19]([CH3:22])(=[O:21])=[O:20])=[CH:15][CH:14]=2)[C:10](O)=[O:11])[CH:5]=[CH:6][CH:7]=1.[NH2:23][C:24]1[N:25]=[CH:26][C:27]([CH2:30][O:31][C:32](=[O:34])[CH3:33])=[N:28][CH:29]=1.CCN=C=NCCCN(C)C.Cl. (5) Given the product [Br:32][C:33]1[CH:38]=[CH:37][C:36]([Br:39])=[CH:35][C:34]=1[S:40]([NH:1][C@@H:2]1[CH2:3][C@H:4]([CH2:14][O:15][C:16]2[CH:17]=[CH:18][C:19]([F:22])=[CH:20][CH:21]=2)[N:5]([C:7]#[N:25])[CH2:6]1)(=[O:42])=[O:41], predict the reactants needed to synthesize it. The reactants are: [NH2:1][C@H:2]1[CH2:6][N:5]([C:7](OC(C)(C)C)=O)[C@@H:4]([CH2:14][O:15][C:16]2[CH:21]=[CH:20][C:19]([F:22])=[CH:18][CH:17]=2)[CH2:3]1.CC[N:25](C(C)C)C(C)C.[Br:32][C:33]1[CH:38]=[CH:37][C:36]([Br:39])=[CH:35][C:34]=1[S:40](Cl)(=[O:42])=[O:41].Cl.N#CBr.C(O)C(N)(CO)CO. (6) Given the product [F:13][C:12]1[C:6]2[CH2:5][O:4][CH:3]([CH2:2][NH:22][CH2:18][CH2:19][CH2:20][CH3:21])[O:8][C:7]=2[CH:9]=[C:10]([S:14]([CH3:17])(=[O:16])=[O:15])[CH:11]=1, predict the reactants needed to synthesize it. The reactants are: Br[CH2:2][CH:3]1[O:8][C:7]2[CH:9]=[C:10]([S:14]([CH3:17])(=[O:16])=[O:15])[CH:11]=[C:12]([F:13])[C:6]=2[CH2:5][O:4]1.[CH2:18]([NH2:22])[CH2:19][CH2:20][CH3:21]. (7) Given the product [Cl:26][C:24]1[CH:25]=[C:20]([C:17]2[O:16][C:15]([C:13]3[N:14]=[C:3]4[C:2]([Cl:1])=[CH:7][C:6]([C:8]([F:10])([F:9])[F:11])=[CH:5][N:4]4[CH:12]=3)=[N:19][N:18]=2)[C:21]([Cl:29])=[CH:22][C:23]=1[OH:27], predict the reactants needed to synthesize it. The reactants are: [Cl:1][C:2]1[C:3]2[N:4]([CH:12]=[C:13]([C:15]3[O:16][C:17]([C:20]4[CH:25]=[C:24]([Cl:26])[C:23]([O:27]C)=[CH:22][C:21]=4[Cl:29])=[N:18][N:19]=3)[N:14]=2)[CH:5]=[C:6]([C:8]([F:11])([F:10])[F:9])[CH:7]=1.[Al+3].[Cl-].[Cl-].[Cl-].CCS.